This data is from Catalyst prediction with 721,799 reactions and 888 catalyst types from USPTO. The task is: Predict which catalyst facilitates the given reaction. (1) Reactant: [H-].[Na+].[NH:3]1[C:8]2[N:9]=[CH:10][CH:11]=[CH:12][C:7]=2[C:6](=[O:13])[O:5][C:4]1=[O:14].Br[CH2:16][CH2:17][CH:18]([CH3:20])[CH3:19]. Product: [CH3:19][CH:18]([CH3:20])[CH2:17][CH2:16][N:3]1[C:8]2[N:9]=[CH:10][CH:11]=[CH:12][C:7]=2[C:6](=[O:13])[O:5][C:4]1=[O:14]. The catalyst class is: 44. (2) Product: [F:24][C:25]1[CH:32]=[C:31]([O:33][CH3:34])[CH:30]=[CH:29][C:26]=1[CH2:27][NH:1][CH2:2][C@@H:3]1[C@@H:11]([C@@:12]2([CH3:21])[CH2:17][CH2:16][C@H:15]([OH:18])[CH2:14][C@@H:13]2[CH2:19][OH:20])[CH2:10][CH2:9][C@@:8]2([CH3:22])[C@H:4]1[CH2:5][CH2:6][C:7]2=[CH2:23]. Reactant: [NH2:1][CH2:2][C@@H:3]1[C@@H:11]([C@@:12]2([CH3:21])[CH2:17][CH2:16][C@H:15]([OH:18])[CH2:14][C@@H:13]2[CH2:19][OH:20])[CH2:10][CH2:9][C@@:8]2([CH3:22])[C@H:4]1[CH2:5][CH2:6][C:7]2=[CH2:23].[F:24][C:25]1[CH:32]=[C:31]([O:33][CH3:34])[CH:30]=[CH:29][C:26]=1[CH:27]=O.[BH4-].[Na+].C1COCC1. The catalyst class is: 5.